This data is from Full USPTO retrosynthesis dataset with 1.9M reactions from patents (1976-2016). The task is: Predict the reactants needed to synthesize the given product. Given the product [Cl:20][C:9]1[S:10][CH:11]=[C:12]([C:14]([O:16][CH2:17][CH3:18])=[O:15])[N:13]=1, predict the reactants needed to synthesize it. The reactants are: N(OC(C)(C)C)=O.N[C:9]1[S:10][CH:11]=[C:12]([C:14]([O:16][CH2:17][CH3:18])=[O:15])[N:13]=1.O.[ClH:20].